This data is from Full USPTO retrosynthesis dataset with 1.9M reactions from patents (1976-2016). The task is: Predict the reactants needed to synthesize the given product. (1) Given the product [CH3:21][C:22]1[CH:27]=[CH:26][C:25]([S:28]([O:13][CH2:12][CH2:11][C:1]23[CH2:8][CH:7]4[CH2:6][CH:5]([CH2:4][CH:3]([CH2:9]4)[CH2:2]2)[CH2:10]3)(=[O:30])=[O:29])=[CH:24][CH:23]=1, predict the reactants needed to synthesize it. The reactants are: [C:1]12([CH2:11][CH2:12][OH:13])[CH2:10][CH:5]3[CH2:6][CH:7]([CH2:9][CH:3]([CH2:4]3)[CH2:2]1)[CH2:8]2.C(N(CC)CC)C.[CH3:21][C:22]1[CH:27]=[CH:26][C:25]([S:28](Cl)(=[O:30])=[O:29])=[CH:24][CH:23]=1.N. (2) Given the product [ClH:26].[Br:20][C:17]1[CH:18]=[CH:19][C:14]([NH:13][C@H:11]2[CH2:12][NH:8][C@@H:9]([CH2:24][OH:25])[CH2:10]2)=[C:15]([N+:21]([O-:23])=[O:22])[CH:16]=1, predict the reactants needed to synthesize it. The reactants are: C(OC([N:8]1[CH2:12][C@H:11]([NH:13][C:14]2[CH:19]=[CH:18][C:17]([Br:20])=[CH:16][C:15]=2[N+:21]([O-:23])=[O:22])[CH2:10][C@@H:9]1[CH2:24][OH:25])=O)(C)(C)C.[ClH:26]. (3) The reactants are: ClC1C=CC2N(C(CNC3N=C([O:26][C@@H:27]4C[CH2:30][N:29](C)[CH2:28]4)C=CN=3)=C(C3C=CC(F)=CC=3)N=2)C=1.Cl[C:34]1[N:39]=[C:38]([NH:40][CH2:41][C:42]2[N:46]3[CH:47]=[CH:48][CH:49]=[CH:50][C:45]3=[N:44][C:43]=2[C:51]2[CH:56]=[CH:55][C:54]([Cl:57])=[CH:53][CH:52]=2)[CH:37]=[CH:36][N:35]=1.CNCCO. Given the product [Cl:57][C:54]1[CH:55]=[CH:56][C:51]([C:43]2[N:44]=[C:45]3[CH:50]=[CH:49][CH:48]=[CH:47][N:46]3[C:42]=2[CH2:41][NH:40][C:38]2[CH:37]=[CH:36][N:35]=[C:34]([O:26][CH2:27][CH2:28][NH:29][CH3:30])[N:39]=2)=[CH:52][CH:53]=1, predict the reactants needed to synthesize it. (4) Given the product [Cl:1][C:2]1[CH:3]=[CH:4][C:5]([CH2:8][O:9][C:10]2[CH:15]=[CH:14][N:13]([C:16]3[CH:17]=[N:18][C:19]([N:22]4[CH2:23][CH2:24][NH:25][CH2:26][CH2:27]4)=[CH:20][CH:21]=3)[C:12](=[O:35])[CH:11]=2)=[N:6][CH:7]=1, predict the reactants needed to synthesize it. The reactants are: [Cl:1][C:2]1[CH:3]=[CH:4][C:5]([CH2:8][O:9][C:10]2[CH:15]=[CH:14][N:13]([C:16]3[CH:17]=[N:18][C:19]([N:22]4[CH2:27][CH2:26][N:25](C(OC(C)(C)C)=O)[CH2:24][CH2:23]4)=[CH:20][CH:21]=3)[C:12](=[O:35])[CH:11]=2)=[N:6][CH:7]=1.C(O)(C(F)(F)F)=O. (5) Given the product [CH3:1][NH:2][C:3]([C:5]1[C:9]2[CH:10]=[CH:11][C:12]([O:14][C:15]3[CH:20]=[CH:19][N:18]=[C:17]4[CH:21]=[C:22]([C:24]([N:26]5[CH2:30][CH2:29][CH2:28][C@H:27]5[CH2:31][OH:32])=[O:25])[S:23][C:16]=34)=[CH:13][C:8]=2[O:7][C:6]=1[CH2:34][CH3:35])=[O:4], predict the reactants needed to synthesize it. The reactants are: [CH3:1][NH:2][C:3]([C:5]1[C:9]2[CH:10]=[CH:11][C:12]([O:14][C:15]3[CH:20]=[CH:19][N:18]=[C:17]4[CH:21]=[C:22]([C:24]([N:26]5[CH2:30][CH2:29][CH2:28][CH:27]5[CH2:31][O:32]C)=[O:25])[S:23][C:16]=34)=[CH:13][C:8]=2[O:7][C:6]=1[CH2:34][CH3:35])=[O:4].B(Br)(Br)Br.CNC(C1C2C=CC(O)=CC=2SC=1C)=O. (6) The reactants are: [S:1]1[CH:5]=[C:4]([CH:6]2O[CH:9]=[N:8][CH:7]2S(C2C=CC(C)=CC=2)(=O)=O)[N:3]=[CH:2]1.CO.[NH3:23]. Given the product [NH:23]1[C:6]([C:4]2[N:3]=[CH:2][S:1][CH:5]=2)=[CH:7][N:8]=[CH:9]1, predict the reactants needed to synthesize it. (7) Given the product [N+:5](/[CH:4]=[C:3](/[N:8]1[CH2:13][CH2:12][C@H:11]([C:14]([N:16]2[CH2:20][CH2:19][C@H:18]([C:21]3[CH:26]=[CH:25][CH:24]=[CH:23][CH:22]=3)[CH2:17]2)=[O:15])[C@@H:10]([C:27]([O:29][CH3:30])=[O:28])[CH2:9]1)\[N:34]1[CH2:39][CH2:38][CH2:37][CH2:36][CH2:35]1)([O-:7])=[O:6], predict the reactants needed to synthesize it. The reactants are: CS/[C:3](/[N:8]1[CH2:13][CH2:12][C@H:11]([C:14]([N:16]2[CH2:20][CH2:19][C@H:18]([C:21]3[CH:26]=[CH:25][CH:24]=[CH:23][CH:22]=3)[CH2:17]2)=[O:15])[C@@H:10]([C:27]([O:29][CH3:30])=[O:28])[CH2:9]1)=[CH:4]\[N+:5]([O-:7])=[O:6].C(O)C.[NH:34]1[CH2:39][CH2:38][CH2:37][CH2:36][CH2:35]1. (8) The reactants are: O.O.[C:3]1([CH3:12])[CH:8]=[CH:7][C:6]([S:9]([O-:11])=[O:10])=[CH:5][CH:4]=1.[Na+].Cl[CH2:15][C:16](=[O:18])[CH3:17].O.C1C=CC=CC=1.CC(C)=O. Given the product [C:3]1([CH3:12])[CH:8]=[CH:7][C:6]([S:9]([CH2:15][C:16](=[O:18])[CH3:17])(=[O:11])=[O:10])=[CH:5][CH:4]=1, predict the reactants needed to synthesize it.